This data is from Forward reaction prediction with 1.9M reactions from USPTO patents (1976-2016). The task is: Predict the product of the given reaction. (1) Given the reactants C([O:3][C:4](=[O:24])[CH2:5][NH:6][C:7]([C:9]1[C:10](=[O:23])[C:11]2[CH:12]=[CH:13][CH:14]=[C:15]([C:19]([O:21]C)=[O:20])[C:16]=2[C:17]=1[OH:18])=[O:8])C.OC1C2C(=CC=CC=2I)C(=O)C=1C(NCC(OCC)=O)=O.[C]=O, predict the reaction product. The product is: [C:4]([CH2:5][NH:6][C:7]([C:9]1[C:10](=[O:23])[C:11]2[CH:12]=[CH:13][CH:14]=[C:15]([C:19]([OH:21])=[O:20])[C:16]=2[C:17]=1[OH:18])=[O:8])([OH:24])=[O:3]. (2) Given the reactants [Br:1][C:2]1[C:3]([C:8]2[S:9][C:10]([Cl:13])=[CH:11][CH:12]=2)=[N:4][NH:5][C:6]=1[CH3:7].[H-].[Na+].I[CH:17]([CH3:19])[CH3:18].[Cl-].[NH4+], predict the reaction product. The product is: [Br:1][C:2]1[C:3]([C:8]2[S:9][C:10]([Cl:13])=[CH:11][CH:12]=2)=[N:4][N:5]([CH:17]([CH3:19])[CH3:18])[C:6]=1[CH3:7]. (3) Given the reactants [N:1]1([C:10](=[O:30])/[CH:11]=[CH:12]/[C@@H:13]([NH:16][C:17]([C@@H:19]2[CH2:22][CH2:21][N:20]2C(OC(C)(C)C)=O)=[O:18])[CH2:14][CH3:15])[C:9]2[C:4](=[CH:5][CH:6]=[CH:7][CH:8]=2)[CH2:3][CH2:2]1.[C:31]([OH:37])([C:33]([F:36])([F:35])[F:34])=[O:32], predict the reaction product. The product is: [F:34][C:33]([F:36])([F:35])[C:31]([OH:37])=[O:32].[N:1]1([C:10](=[O:30])/[CH:11]=[CH:12]/[C@@H:13]([NH:16][C:17]([C@@H:19]2[CH2:22][CH2:21][NH:20]2)=[O:18])[CH2:14][CH3:15])[C:9]2[C:4](=[CH:5][CH:6]=[CH:7][CH:8]=2)[CH2:3][CH2:2]1. (4) The product is: [NH:8]1[CH2:13][CH2:12][CH:11]([NH:14][C:15]([C:17]2[C:26]3[C:21](=[CH:22][CH:23]=[C:24]([C:27]4[CH:32]=[C:31]([C:33](=[O:38])[NH:34][CH:35]5[CH2:36][CH2:37]5)[CH:30]=[CH:29][C:28]=4[CH3:39])[CH:25]=3)[C:20](=[O:40])[N:19]([CH2:41][C:42]3[CH:47]=[CH:46][N:45]=[CH:44][CH:43]=3)[CH:18]=2)=[O:16])[CH2:10][CH2:9]1. Given the reactants C(OC([N:8]1[CH2:13][CH2:12][CH:11]([NH:14][C:15]([C:17]2[C:26]3[C:21](=[CH:22][CH:23]=[C:24]([C:27]4[CH:32]=[C:31]([C:33](=[O:38])[NH:34][CH:35]5[CH2:37][CH2:36]5)[CH:30]=[CH:29][C:28]=4[CH3:39])[CH:25]=3)[C:20](=[O:40])[N:19]([CH2:41][C:42]3[CH:47]=[CH:46][N:45]=[CH:44][CH:43]=3)[CH:18]=2)=[O:16])[CH2:10][CH2:9]1)=O)(C)(C)C.FC(F)(F)C(O)=O.N, predict the reaction product.